Dataset: Catalyst prediction with 721,799 reactions and 888 catalyst types from USPTO. Task: Predict which catalyst facilitates the given reaction. (1) Reactant: [CH3:1][C:2]1[CH:7]=[CH:6][CH:5]=[C:4]([CH3:8])[C:3]=1[C:9]1[CH:14]=[CH:13][CH:12]=[C:11]([CH:15]2[CH2:24][C:23]([F:26])([F:25])[C:22]3[C:17](=[CH:18][CH:19]=[C:20]([CH2:27][CH2:28][C:29]([O:31]CC)=[O:30])[CH:21]=3)[O:16]2)[CH:10]=1.CO.[OH-].[Na+]. Product: [CH3:1][C:2]1[CH:7]=[CH:6][CH:5]=[C:4]([CH3:8])[C:3]=1[C:9]1[CH:14]=[CH:13][CH:12]=[C:11]([CH:15]2[CH2:24][C:23]([F:26])([F:25])[C:22]3[C:17](=[CH:18][CH:19]=[C:20]([CH2:27][CH2:28][C:29]([OH:31])=[O:30])[CH:21]=3)[O:16]2)[CH:10]=1. The catalyst class is: 1. (2) Reactant: [C:1]([O:5][C:6]([NH:8][CH:9]([C:11]1[C:20]([C:21]2[CH:26]=[CH:25][CH:24]=[CH:23][CH:22]=2)=[C:19]([C:27]([OH:29])=O)[C:18]2[C:13](=[CH:14][CH:15]=[CH:16][CH:17]=2)[N:12]=1)[CH3:10])=[O:7])([CH3:4])([CH3:3])[CH3:2].C1C[N:33]([P+](ON2N=NC3C=CC=CC2=3)(N2CCCC2)N2CCCC2)[CH2:32]C1.F[P-](F)(F)(F)(F)F.CCN(C(C)C)C(C)C.CN. Product: [CH3:32][NH:33][C:27]([C:19]1[C:18]2[C:13](=[CH:14][CH:15]=[CH:16][CH:17]=2)[N:12]=[C:11]([CH:9]([NH:8][C:6](=[O:7])[O:5][C:1]([CH3:2])([CH3:3])[CH3:4])[CH3:10])[C:20]=1[C:21]1[CH:26]=[CH:25][CH:24]=[CH:23][CH:22]=1)=[O:29]. The catalyst class is: 3. (3) Reactant: [Cl:1][C:2]1[CH:3]=[C:4]2[C:8](=[CH:9][CH:10]=1)[NH:7][CH:6]=[C:5]2[CH2:11][CH2:12][NH:13][C:14](=[O:23])[C:15]1[CH:20]=[CH:19][C:18]([CH2:21]Cl)=[CH:17][CH:16]=1.[C:24]1([CH3:33])[CH:29]=[CH:28][CH:27]=[C:26](B(O)O)[CH:25]=1.C(=O)([O-])[O-].[Na+].[Na+].[I-].[Na+]. Product: [Cl:1][C:2]1[CH:3]=[C:4]2[C:8](=[CH:9][CH:10]=1)[NH:7][CH:6]=[C:5]2[CH2:11][CH2:12][NH:13][C:14](=[O:23])[C:15]1[CH:20]=[CH:19][C:18]([CH2:21][C:26]2[CH:27]=[CH:28][CH:29]=[C:24]([CH3:33])[CH:25]=2)=[CH:17][CH:16]=1. The catalyst class is: 437. (4) Reactant: [O:1]1[CH:5]=[CH:4][C:3](B(O)O)=[CH:2]1.[CH3:9][CH:10]([NH:12][CH2:13][CH2:14][CH2:15][N:16]1[C:25]([S:26][C:27]2[CH:32]=[C:31]3[O:33][CH2:34][O:35][C:30]3=[CH:29][C:28]=2I)=[N:24][C:18]2[C:19]([NH2:23])=[N:20][CH:21]=[N:22][C:17]1=2)[CH3:11].C([O-])(O)=O.[Na+].CN(C=O)C. Product: [O:1]1[CH:5]=[CH:4][C:3]([C:28]2[C:27]([S:26][C:25]3[N:16]([CH2:15][CH2:14][CH2:13][NH:12][CH:10]([CH3:11])[CH3:9])[C:17]4[C:18]([N:24]=3)=[C:19]([NH2:23])[N:20]=[CH:21][N:22]=4)=[CH:32][C:31]3[O:33][CH2:34][O:35][C:30]=3[CH:29]=2)=[CH:2]1. The catalyst class is: 189. (5) The catalyst class is: 324. Product: [F:1][C:2]1[C:3]2[C:8]([C:9]3[CH:10]=[CH:11][CH:12]=[CH:13][C:14]=3[C:15]=1[F:16])=[CH:7][CH:6]=[CH:5][CH:4]=2. Reactant: [F:1][C:2]1(F)[C:15](F)([F:16])[C:14]2[CH:13]=[CH:12][CH:11]=[CH:10][C:9]=2[C:8]2[C:3]1=[CH:4][CH:5]=[CH:6][CH:7]=2.[NH4+].[OH-]. (6) Reactant: [Br:1][C:2]1[CH:3]=[C:4]([S:12]([N:15]([CH3:17])[CH3:16])(=[O:14])=[O:13])[CH:5]=[C:6]([N+:9]([O-])=O)[C:7]=1[OH:8]. Product: [NH2:9][C:6]1[CH:5]=[C:4]([S:12]([N:15]([CH3:17])[CH3:16])(=[O:13])=[O:14])[CH:3]=[C:2]([Br:1])[C:7]=1[OH:8]. The catalyst class is: 470. (7) Reactant: [F:1][C:2]1[CH:3]=[C:4]([C@H:13]([NH:18]C(=O)OC(C)(C)C)[C:14]([OH:17])([CH3:16])[CH3:15])[CH:5]=[CH:6][C:7]=1[O:8][C:9]([F:12])([F:11])[F:10].[ClH:26].C(OCC)(=O)C. Product: [ClH:26].[NH2:18][C@@H:13]([C:4]1[CH:5]=[CH:6][C:7]([O:8][C:9]([F:10])([F:11])[F:12])=[C:2]([F:1])[CH:3]=1)[C:14]([CH3:16])([OH:17])[CH3:15]. The catalyst class is: 13. (8) Reactant: [OH:1][CH2:2][CH2:3][C:4]1[CH:9]=[CH:8][C:7]([OH:10])=[CH:6][CH:5]=1.C(=O)([O-])[O-].[K+].[K+].[CH2:17](Br)[C:18]1[CH:23]=[CH:22][CH:21]=[CH:20][CH:19]=1. Product: [CH2:17]([O:10][C:7]1[CH:8]=[CH:9][C:4]([CH2:3][CH2:2][OH:1])=[CH:5][CH:6]=1)[C:18]1[CH:23]=[CH:22][CH:21]=[CH:20][CH:19]=1. The catalyst class is: 8. (9) Reactant: Br[C:2]1[N:7]=[C:6]([NH:8][C:9]([C:11]2[N:12]([CH3:21])[N:13]=[C:14]([C:17]([CH3:20])([CH3:19])[CH3:18])[C:15]=2[Cl:16])=[O:10])[C:5]([N+:22]([O-:24])=[O:23])=[CH:4][CH:3]=1.[Cl:25][C:26]1[CH:31]=[CH:30][CH:29]=[CH:28][C:27]=1B(O)O.C(=O)([O-])[O-].[Cs+].[Cs+].C(Cl)Cl. Product: [Cl:25][C:26]1[CH:31]=[CH:30][CH:29]=[CH:28][C:27]=1[C:2]1[N:7]=[C:6]([NH:8][C:9]([C:11]2[N:12]([CH3:21])[N:13]=[C:14]([C:17]([CH3:20])([CH3:19])[CH3:18])[C:15]=2[Cl:16])=[O:10])[C:5]([N+:22]([O-:24])=[O:23])=[CH:4][CH:3]=1. The catalyst class is: 149.